Dataset: Reaction yield outcomes from USPTO patents with 853,638 reactions. Task: Predict the reaction yield, written as a fraction of the theoretical maximum amount of product (1.0 means a 100% yield; for example, 0.34 means a 34% yield). (1) The reactants are [CH2:1]([C:5]1([OH:24])[CH2:12][CH:11]2[CH:7]([CH2:8][CH:9]([NH:13][CH2:14][C:15]([N:17]3[CH2:21][CH2:20][CH2:19][CH:18]3[C:22]#[N:23])=[O:16])[CH2:10]2)[CH2:6]1)[CH2:2][CH2:3][CH3:4].C(=O)([O-])[O-].[K+].[K+].[C:31](O[C:31]([O:33][C:34]([CH3:37])([CH3:36])[CH3:35])=[O:32])([O:33][C:34]([CH3:37])([CH3:36])[CH3:35])=[O:32].O. The catalyst is ClCCl. The product is [C:34]([O:33][C:31](=[O:32])[N:13]([CH:9]1[CH2:10][CH:11]2[CH:7]([CH2:6][C:5]([CH2:1][CH2:2][CH2:3][CH3:4])([OH:24])[CH2:12]2)[CH2:8]1)[CH2:14][C:15]([N:17]1[CH2:21][CH2:20][CH2:19][CH:18]1[C:22]#[N:23])=[O:16])([CH3:37])([CH3:36])[CH3:35]. The yield is 0.300. (2) The reactants are [ClH:1].O1CCOCC1.[CH2:8]([O:15][C:16]1[CH:21]=[CH:20][N:19]([C:22]2[CH:23]=[N:24][C:25]([N:28]3[CH2:32][C@@H:31]4[CH2:33][N:34](C(OC(C)(C)C)=O)[CH2:35][C@@H:30]4[CH2:29]3)=[CH:26][CH:27]=2)[C:18](=[O:43])[CH:17]=1)[C:9]1[CH:14]=[CH:13][CH:12]=[CH:11][CH:10]=1. The catalyst is ClCCl. The product is [ClH:1].[ClH:1].[CH2:8]([O:15][C:16]1[CH:21]=[CH:20][N:19]([C:22]2[CH:23]=[N:24][C:25]([N:28]3[CH2:29][C@@H:30]4[C@@H:31]([CH2:33][NH:34][CH2:35]4)[CH2:32]3)=[CH:26][CH:27]=2)[C:18](=[O:43])[CH:17]=1)[C:9]1[CH:10]=[CH:11][CH:12]=[CH:13][CH:14]=1. The yield is 1.00. (3) The yield is 0.850. The reactants are [Si:1]([O:8]S(C(F)(F)F)(=O)=O)([C:4]([CH3:7])([CH3:6])[CH3:5])([CH3:3])[CH3:2].O[C@@H:17]1[N:23]([C:24]([O:26][CH2:27][CH:28]=[CH2:29])=[O:25])[C:22]2[CH:30]=[C:31]([O:36][Si:37]([CH:44]([CH3:46])[CH3:45])([CH:41]([CH3:43])[CH3:42])[CH:38]([CH3:40])[CH3:39])[C:32]([O:34][CH3:35])=[CH:33][C:21]=2[C:20](=[O:47])[N:19]2[CH:48]=[C:49]([CH3:51])[CH2:50][C@@H:18]12.N1C(C)=CC=CC=1C. The product is [Si:1]([O:8][C@@H:17]1[N:23]([C:24]([O:26][CH2:27][CH:28]=[CH2:29])=[O:25])[C:22]2[CH:30]=[C:31]([O:36][Si:37]([CH:41]([CH3:42])[CH3:43])([CH:44]([CH3:46])[CH3:45])[CH:38]([CH3:39])[CH3:40])[C:32]([O:34][CH3:35])=[CH:33][C:21]=2[C:20](=[O:47])[N:19]2[CH:48]=[C:49]([CH3:51])[CH2:50][C@@H:18]12)([C:4]([CH3:7])([CH3:6])[CH3:5])([CH3:3])[CH3:2]. The catalyst is ClCCl. (4) The reactants are [CH3:1][C:2]1[N:7]=[C:6]2[S:8][C:9]3[CH2:14][CH2:13][CH2:12][CH2:11][C:10]=3[C:5]2=[C:4]([C:15]2[CH:20]=[CH:19][C:18]([CH3:21])=[CH:17][CH:16]=2)[C:3]=1[CH2:22][C:23]([O:25][CH3:26])=[O:24].[Li+].C[Si]([N-][Si](C)(C)C)(C)C.[CH2:37]1[CH2:41]OC[CH2:38]1.C(Br)C#C. The catalyst is CN(C=O)C. The product is [CH3:1][C:2]1[N:7]=[C:6]2[S:8][C:9]3[CH2:14][CH2:13][CH2:12][CH2:11][C:10]=3[C:5]2=[C:4]([C:15]2[CH:16]=[CH:17][C:18]([CH3:21])=[CH:19][CH:20]=2)[C:3]=1[CH:22]([CH2:41][C:37]#[CH:38])[C:23]([O:25][CH3:26])=[O:24]. The yield is 0.250.